Dataset: Full USPTO retrosynthesis dataset with 1.9M reactions from patents (1976-2016). Task: Predict the reactants needed to synthesize the given product. (1) Given the product [CH3:1][O:2][C:3](=[O:16])[C:4]1[CH:9]=[C:8]([N+:10]([O-:12])=[O:11])[C:7]([NH:13][CH3:14])=[CH:6][C:5]=1[O:18][CH3:17], predict the reactants needed to synthesize it. The reactants are: [CH3:1][O:2][C:3](=[O:16])[C:4]1[CH:9]=[C:8]([N+:10]([O-:12])=[O:11])[C:7]([NH:13][CH3:14])=[CH:6][C:5]=1F.[CH3:17][O-:18].[Na+]. (2) Given the product [F:29][C:17]([F:16])([F:28])[C:18]1[CH:19]=[C:20]([S:24]([NH:13][C:11]2[CH:10]=[CH:9][CH:8]=[C:7]([CH2:6][O:5][CH2:4][CH2:3][C:2]([F:1])([F:14])[F:15])[N:12]=2)(=[O:25])=[O:26])[CH:21]=[CH:22][CH:23]=1, predict the reactants needed to synthesize it. The reactants are: [F:1][C:2]([F:15])([F:14])[CH2:3][CH2:4][O:5][CH2:6][C:7]1[N:12]=[C:11]([NH2:13])[CH:10]=[CH:9][CH:8]=1.[F:16][C:17]([F:29])([F:28])[C:18]1[CH:19]=[C:20]([S:24](Cl)(=[O:26])=[O:25])[CH:21]=[CH:22][CH:23]=1. (3) The reactants are: C([O:3][C:4](=[O:20])[C@@H:5]([O:18][CH3:19])[CH2:6][C:7]1[CH:12]=[CH:11][C:10]([O:13][CH2:14][C:15]([OH:17])=O)=[CH:9][CH:8]=1)C.[N:21]1([C:27]2[CH:32]=[CH:31][C:30]([C:33](=[O:35])[CH3:34])=[CH:29][CH:28]=2)[CH2:26][CH2:25][NH:24][CH2:23][CH2:22]1.C(O[C@@H](CC1C=CC(O[C@@H](C(=O)NCCC2C=CC(OC3C=CC=CC=3)=CC=2)C)=CC=1)C(O)=O)C. Given the product [C:33]([C:30]1[CH:29]=[CH:28][C:27]([N:21]2[CH2:22][CH2:23][N:24]([C:15](=[O:17])[CH2:14][O:13][C:10]3[CH:9]=[CH:8][C:7]([CH2:6][C@H:5]([O:18][CH3:19])[C:4]([OH:3])=[O:20])=[CH:12][CH:11]=3)[CH2:25][CH2:26]2)=[CH:32][CH:31]=1)(=[O:35])[CH3:34], predict the reactants needed to synthesize it. (4) The reactants are: [CH2:1]([C:4]1[S:34][C:7]2[N:8]=[C:9]([N:25]3[CH2:30][CH2:29][CH2:28][CH:27]([C:31]([OH:33])=O)[CH2:26]3)[N:10]=[C:11]([N:12]3[CH2:17][CH2:16][N:15]4[C:18]([C:21]([F:24])([F:23])[F:22])=[N:19][N:20]=[C:14]4[CH2:13]3)[C:6]=2[CH:5]=1)[CH2:2][CH3:3].[Cl-].[NH4+].C(Cl)CCl.C1C=CC2N(O)N=[N:47]C=2C=1.C(N(C(C)C)CC)(C)C. Given the product [CH2:1]([C:4]1[S:34][C:7]2[N:8]=[C:9]([N:25]3[CH2:30][CH2:29][CH2:28][CH:27]([C:31]([NH2:47])=[O:33])[CH2:26]3)[N:10]=[C:11]([N:12]3[CH2:17][CH2:16][N:15]4[C:18]([C:21]([F:23])([F:22])[F:24])=[N:19][N:20]=[C:14]4[CH2:13]3)[C:6]=2[CH:5]=1)[CH2:2][CH3:3], predict the reactants needed to synthesize it. (5) Given the product [CH3:1][O:2][C:3]1[CH:4]=[C:5]([CH2:11][CH:12]([OH:15])[CH:13]([CH3:17])[CH3:14])[CH:6]=[CH:7][C:8]=1[O:9][CH3:10], predict the reactants needed to synthesize it. The reactants are: [CH3:1][O:2][C:3]1[CH:4]=[C:5]([CH2:11][CH:12]([OH:15])[CH2:13][CH3:14])[CH:6]=[CH:7][C:8]=1[O:9][CH3:10].Br[C:17]1C=CC(C=O)=CC=1. (6) Given the product [Cl:13][C:14]1[CH:19]=[CH:18][CH:17]=[CH:16][C:15]=1[S:20]([N:2]([CH3:1])[CH2:3][CH2:4][C:5]#[C:6][C:7]1[CH:12]=[CH:11][CH:10]=[CH:9][N:8]=1)(=[O:22])=[O:21].[C:15]1([S:20]([NH2:2])(=[O:22])=[O:21])[CH:16]=[CH:17][CH:18]=[CH:19][CH:14]=1, predict the reactants needed to synthesize it. The reactants are: [CH3:1][NH:2][CH2:3][CH2:4][C:5]#[C:6][C:7]1[CH:12]=[CH:11][CH:10]=[CH:9][N:8]=1.[Cl:13][C:14]1[CH:19]=[CH:18][CH:17]=[CH:16][C:15]=1[S:20](Cl)(=[O:22])=[O:21].